This data is from Drug-induced liver injury (DILI) classification data. The task is: Regression/Classification. Given a drug SMILES string, predict its toxicity properties. Task type varies by dataset: regression for continuous values (e.g., LD50, hERG inhibition percentage) or binary classification for toxic/non-toxic outcomes (e.g., AMES mutagenicity, cardiotoxicity, hepatotoxicity). Dataset: dili. (1) The molecule is CSCCC(N)C(=O)O. The result is 0 (no liver injury). (2) The molecule is CC(C)(Oc1ccc(CCNC(=O)c2ccc(Cl)cc2)cc1)C(=O)O. The result is 0 (no liver injury). (3) The result is 1 (causes liver injury). The molecule is CC(=O)c1ccc(S(=O)(=O)NC(=O)NC2CCCCC2)cc1. (4) The drug is CCN(CC)CCOC(=O)C1(C2CCCCC2)CCCCC1. The result is 0 (no liver injury). (5) The drug is CC(C)NCC(O)COc1cccc2ccccc12. The result is 0 (no liver injury).